This data is from Cav3 T-type calcium channel HTS with 100,875 compounds. The task is: Binary Classification. Given a drug SMILES string, predict its activity (active/inactive) in a high-throughput screening assay against a specified biological target. The result is 0 (inactive). The molecule is Clc1cc(NC(=O)CC2Nc3c(NC2=O)cccc3)ccc1C.